This data is from Experimentally validated miRNA-target interactions with 360,000+ pairs, plus equal number of negative samples. The task is: Binary Classification. Given a miRNA mature sequence and a target amino acid sequence, predict their likelihood of interaction. (1) The miRNA is hsa-miR-6499-3p with sequence AGCAGUGUUUGUUUUGCCCACA. The protein sequence of the target gene is MARPLSDRTPGPLLLGGPAGAPPGGGALLGLRSLLQGNSKPKEPASCLLKEKERKATLPSAPVPGPGLETAGPADAPSGAVSGGGSPRGRSGPVAGPSLFAPLLWERTLPFGDVEYVDLDAFLLEHGLPPSPPPPGGLSPAPSPARTPAPSPGPGSCSSSSPRSSPGHAPARATLGAAGGHRAGLTSRDTPSPVDPDTVEVLMTFEPDPADLALSSIPGHETFDPRRHRFSEEELKPQPIMKKARKVQVPEEQKDEKYWSRRYKNNEAAKRSRDARRLKENQISVRAAFLEKENALLRQE.... Result: 0 (no interaction). (2) The miRNA is mmu-miR-879-3p with sequence GCUUAUGGCUUCAAGCUUUCGG. The protein sequence of the target gene is MFTLAEVASLNDIQPTYRILKPWWDVFMDYLAVVMLMVAIFAGTMQLTKDQVVCLPVLPSPVNSKAHTPPGNAEVTTNIPKMEAATNQDQDGRTTNDISFGTSAVTPDIPLRATYPRTDFALPNQEAKKEKKDPTGRKTNLDFQQYVFINQMCYHLALPWYSKYFPYLALIHTIILMVSSNFWFKYPKTCSKVEHFVSILGKCFESPWTTKALSETACEDSEENKQRITGAQTLPKHVSTSSDEGSPSASTPMINKTGFKFSAEKPVIEVPSMTILDKKDGEQAKALFEKVRKFRAHVED.... Result: 0 (no interaction). (3) The miRNA is hsa-miR-383-3p with sequence ACAGCACUGCCUGGUCAGA. The protein sequence of the target gene is MGVLAAAARCLVRGADRMSKWTSKRGPRSFRGRKGRGAKGIGFLTSGWRFVQIKEMVPEFVVPDLTGFKLKPYVSYLAPESEETPLTAAQLFSEAVAPAIEKDFKDGTFDPDNLEKYGFEPTQEGKLFQLYPRNFLR. Result: 1 (interaction).